This data is from Full USPTO retrosynthesis dataset with 1.9M reactions from patents (1976-2016). The task is: Predict the reactants needed to synthesize the given product. Given the product [F:24][C:25]1([F:32])[CH2:30][CH2:29][CH:28]([NH:31][C:21]([C:18]2[CH:17]=[N:16][C:15]([O:14][CH2:13][C:3]3[C:4]([C:7]4[CH:8]=[CH:9][CH:10]=[CH:11][CH:12]=4)=[N:5][O:6][C:2]=3[CH3:1])=[CH:20][N:19]=2)=[O:23])[CH2:27][CH2:26]1, predict the reactants needed to synthesize it. The reactants are: [CH3:1][C:2]1[O:6][N:5]=[C:4]([C:7]2[CH:12]=[CH:11][CH:10]=[CH:9][CH:8]=2)[C:3]=1[CH2:13][O:14][C:15]1[N:16]=[CH:17][C:18]([C:21]([OH:23])=O)=[N:19][CH:20]=1.[F:24][C:25]1([F:32])[CH2:30][CH2:29][CH:28]([NH2:31])[CH2:27][CH2:26]1.